From a dataset of Catalyst prediction with 721,799 reactions and 888 catalyst types from USPTO. Predict which catalyst facilitates the given reaction. (1) Reactant: [NH2:1][C:2]1[NH:6][N:5]=[C:4]([NH:7][C:8]2[CH:9]=[C:10]([CH:15]=[CH:16][CH:17]=2)[C:11]([O:13]C)=[O:12])[N:3]=1.[OH-].[Li+]. Product: [NH2:1][C:2]1[NH:6][N:5]=[C:4]([NH:7][C:8]2[CH:9]=[C:10]([CH:15]=[CH:16][CH:17]=2)[C:11]([OH:13])=[O:12])[N:3]=1. The catalyst class is: 200. (2) Reactant: Cl.[Br:2][C:3]1[CH:4]=[C:5]([NH:9][NH2:10])[CH:6]=[CH:7][CH:8]=1.[OH-].[Na+]. Product: [Br:2][C:3]1[CH:4]=[C:5]([NH:9][NH2:10])[CH:6]=[CH:7][CH:8]=1. The catalyst class is: 6. (3) Reactant: [Cl:1][C:2]1[CH:7]=[CH:6][C:5]([CH:8]2[CH2:13][C:12](=[O:14])[NH:11][C:10]([CH3:15])=[C:9]2[C:16]([OH:18])=O)=[C:4]([F:19])[CH:3]=1.[NH2:20][C:21]1[CH:22]=[C:23]2[C:27](=[CH:28][CH:29]=1)[NH:26][N:25]=[C:24]2[CH3:30].C(Cl)CCl.CCN(CC)CC. Product: [Cl:1][C:2]1[CH:7]=[CH:6][C:5]([CH:8]2[CH2:13][C:12](=[O:14])[NH:11][C:10]([CH3:15])=[C:9]2[C:16]([NH:20][C:21]2[CH:22]=[C:23]3[C:27](=[CH:28][CH:29]=2)[NH:26][N:25]=[C:24]3[CH3:30])=[O:18])=[C:4]([F:19])[CH:3]=1. The catalyst class is: 861. (4) Reactant: [Cl:1][C:2]1[CH:7]=[CH:6][C:5](F)=[C:4]([N+:9]([O-:11])=[O:10])[CH:3]=1.[NH2:12][CH:13]1[CH2:17][N:16]([CH2:18][C:19]2[CH:24]=[CH:23][C:22]([O:25][CH3:26])=[CH:21][CH:20]=2)[C:15](=[O:27])[CH2:14]1.C([O-])([O-])=O.[K+].[K+]. Product: [Cl:1][C:2]1[CH:7]=[CH:6][C:5]([NH:12][CH:13]2[CH2:17][N:16]([CH2:18][C:19]3[CH:24]=[CH:23][C:22]([O:25][CH3:26])=[CH:21][CH:20]=3)[C:15](=[O:27])[CH2:14]2)=[C:4]([N+:9]([O-:11])=[O:10])[CH:3]=1. The catalyst class is: 23. (5) Reactant: [C:1]1([C@H:13]2[C@H:17]([C:18]3[C:26]4[C:21](=[CH:22][CH:23]=[CH:24][CH:25]=4)[NH:20][CH:19]=3)[C:16](=[O:27])[NH:15][C:14]2=[O:28])[C:11]2=[C:12]3[C:7](=[CH:8][CH:9]=[CH:10]2)[CH2:6][CH2:5][CH2:4][N:3]3[CH:2]=1.C(Cl)Cl.C(Cl)Cl. Product: [C:1]1([C@H:13]2[C@H:17]([C:18]3[C:26]4[C:21](=[CH:22][CH:23]=[CH:24][CH:25]=4)[NH:20][CH:19]=3)[C:16](=[O:27])[NH:15][C:14]2=[O:28])[C:11]2=[C:12]3[C:7](=[CH:8][CH:9]=[CH:10]2)[CH2:6][CH2:5][CH2:4][N:3]3[CH:2]=1. The catalyst class is: 5.